This data is from Reaction yield outcomes from USPTO patents with 853,638 reactions. The task is: Predict the reaction yield, written as a fraction of the theoretical maximum amount of product (1.0 means a 100% yield; for example, 0.34 means a 34% yield). (1) The yield is 0.400. The product is [CH:1]1([C:4]2[N:8]=[C:7]([C:9]3[N:10]([CH2:25][CH2:26][N:27]4[CH2:32][CH2:31][N:30]([CH3:33])[CH2:29][CH2:28]4)[C:11]4[C:16]([C:17]=3[CH:18]=[O:19])=[CH:15][C:14]([O:20][CH3:21])=[CH:13][CH:12]=4)[O:6][N:5]=2)[CH2:2][CH2:3]1. The reactants are [CH:1]1([C:4]2[N:8]=[C:7]([C:9]3[NH:10][C:11]4[C:16]([C:17]=3[CH:18]=[O:19])=[CH:15][C:14]([O:20][CH3:21])=[CH:13][CH:12]=4)[O:6][N:5]=2)[CH2:3][CH2:2]1.[H-].[Na+].Cl[CH2:25][CH2:26][N:27]1[CH2:32][CH2:31][N:30]([CH3:33])[CH2:29][CH2:28]1. The catalyst is CN(C=O)C.CCOC(C)=O. (2) The reactants are [Br:1][C:2]1[CH:7]=[CH:6][C:5]([C:8]2[CH:13]=[CH:12][CH:11]=[CH:10][C:9]=2[N+:14]([O-])=O)=[CH:4][CH:3]=1.P(OCC)(OCC)OCC.Cl.[OH-].[Na+]. The catalyst is O. The product is [Br:1][C:2]1[CH:7]=[CH:6][C:5]2[C:8]3[C:9](=[CH:10][CH:11]=[CH:12][CH:13]=3)[NH:14][C:4]=2[CH:3]=1. The yield is 0.650. (3) The reactants are [CH3:1][O:2][C:3]1[CH:4]=[C:5]2[C:10](=[CH:11][CH:12]=1)[C:9](=O)[NH:8][CH:7]=[C:6]2[N:14]1[CH:18]=[CH:17][CH:16]=[N:15]1.P(Cl)(Cl)([Cl:21])=O. No catalyst specified. The product is [Cl:21][C:9]1[C:10]2[C:5](=[CH:4][C:3]([O:2][CH3:1])=[CH:12][CH:11]=2)[C:6]([N:14]2[CH:18]=[CH:17][CH:16]=[N:15]2)=[CH:7][N:8]=1. The yield is 0.0600.